From a dataset of Catalyst prediction with 721,799 reactions and 888 catalyst types from USPTO. Predict which catalyst facilitates the given reaction. Reactant: [OH-].[Na+].[CH3:3][N:4]1[CH2:9][CH2:8][N:7]([CH:10]2[CH2:15][CH2:14][N:13]([C:16](=[O:30])[CH2:17][CH2:18][C:19]3[N:20]([CH2:24][C:25]([O:27]CC)=[O:26])[CH:21]=[CH:22][N:23]=3)[CH2:12][CH2:11]2)[CH2:6][CH2:5]1.[ClH:31]. Product: [ClH:31].[CH3:3][N:4]1[CH2:5][CH2:6][N:7]([CH:10]2[CH2:11][CH2:12][N:13]([C:16](=[O:30])[CH2:17][CH2:18][C:19]3[N:20]([CH2:24][C:25]([OH:27])=[O:26])[CH:21]=[CH:22][N:23]=3)[CH2:14][CH2:15]2)[CH2:8][CH2:9]1. The catalyst class is: 6.